This data is from Full USPTO retrosynthesis dataset with 1.9M reactions from patents (1976-2016). The task is: Predict the reactants needed to synthesize the given product. (1) Given the product [Cl:12][C:13]1[N:18]=[C:17]([N:6]2[C@@H:5]([C@@H:3]([CH3:4])[CH:2]([F:1])[F:11])[CH2:9][O:8][C:7]2=[O:10])[C:16]([F:20])=[CH:15][N:14]=1, predict the reactants needed to synthesize it. The reactants are: [F:1][CH:2]([F:11])[C@@H:3]([C@H:5]1[CH2:9][O:8][C:7](=[O:10])[NH:6]1)[CH3:4].[Cl:12][C:13]1[N:18]=[C:17](Cl)[C:16]([F:20])=[CH:15][N:14]=1.[H-].[Na+]. (2) Given the product [C:1]([O:9][CH2:10][C@@H:11]1[C@@H:15]([F:16])[C@:14]([O:18][C:19](=[O:26])[C:20]2[CH:21]=[CH:22][CH:23]=[CH:24][CH:25]=2)([CH3:17])[CH:36]([O:38][C:29](=[O:31])[CH3:30])[O:39]1)(=[O:8])[C:2]1[CH:3]=[CH:4][CH:5]=[CH:6][CH:7]=1, predict the reactants needed to synthesize it. The reactants are: [C:1]([O:9][CH2:10][C@@H:11]1[C@@H:15]([F:16])[C@:14]([O:18][C:19](=[O:26])[C:20]2[CH:25]=[CH:24][CH:23]=[CH:22][CH:21]=2)([CH3:17])[C@@H](OC)O1)(=[O:8])[C:2]1[CH:7]=[CH:6][CH:5]=[CH:4][CH:3]=1.[C:29](OC(=O)C)(=[O:31])[CH3:30].[C:36]([O-:39])([OH:38])=O.[Na+]. (3) The reactants are: [N:1]1[CH:6]=[CH:5][C:4]([C:7]2[N:8]=[C:9]3[CH:15]=[CH:14][NH:13][C:10]3=[N:11][CH:12]=2)=[CH:3][CH:2]=1.[I:16]N1C(=O)CCC1=O. Given the product [I:16][C:15]1[C:9]2[C:10](=[N:11][CH:12]=[C:7]([C:4]3[CH:3]=[CH:2][N:1]=[CH:6][CH:5]=3)[N:8]=2)[NH:13][CH:14]=1, predict the reactants needed to synthesize it. (4) Given the product [CH2:6]([C@H:7]1[CH2:10][CH2:11][CH2:12][O:9][CH2:8]1)[CH:5]=[CH2:4], predict the reactants needed to synthesize it. The reactants are: [H-].[Na+].Cl[CH2:4][CH2:5][CH2:6][C@H:7]([CH2:10][CH:11]=[CH2:12])[CH2:8][OH:9].